From a dataset of Reaction yield outcomes from USPTO patents with 853,638 reactions. Predict the reaction yield, written as a fraction of the theoretical maximum amount of product (1.0 means a 100% yield; for example, 0.34 means a 34% yield). The reactants are [NH2:1][C:2]1[CH:10]=[C:9]([O:11][CH3:12])[C:8]([O:13][CH3:14])=[CH:7][C:3]=1[C:4]([OH:6])=O.N1[CH:19]=[CH:18]N=C1.C(Cl)(=O)C.Cl.[NH2:25][CH:26]1[CH2:31][CH2:30][C:29](=[O:32])[NH:28][C:27]1=[O:33].P(OC1C=CC=CC=1)(OC1C=CC=CC=1)OC1C=CC=CC=1. The catalyst is C(#N)C.C(=O)([O-])O.[Na+].O. The product is [CH3:14][O:13][C:8]1[CH:7]=[C:3]2[C:2](=[CH:10][C:9]=1[O:11][CH3:12])[N:1]=[C:18]([CH3:19])[N:25]([CH:26]1[CH2:31][CH2:30][C:29](=[O:32])[NH:28][C:27]1=[O:33])[C:4]2=[O:6]. The yield is 0.680.